Predict the product of the given reaction. From a dataset of Forward reaction prediction with 1.9M reactions from USPTO patents (1976-2016). (1) Given the reactants N[C:2]1[C:3]([O:8][CH2:9][C:10]([O:12][CH3:13])=[O:11])=[N:4][CH:5]=[CH:6][CH:7]=1.ClCCl.N([O:19][C:20]([CH3:23])(C)C)=O.CCCCC.C[O:30]CCOC, predict the reaction product. The product is: [C:20]([O:19][C:2]1[C:3]([O:8][CH2:9][C:10]([O:12][CH3:13])=[O:11])=[N:4][CH:5]=[CH:6][CH:7]=1)(=[O:30])[CH3:23]. (2) Given the reactants Cl.[S:2]1[C:10]2[C:5](=[N:6][CH:7]=[CH:8][CH:9]=2)[N:4]=[C:3]1[O:11][C:12]1[CH:27]=[CH:26][C:15]2[CH:16]=[C:17]([CH2:19][N:20]3[CH2:24][CH2:23][CH:22]([NH2:25])[CH2:21]3)[O:18][C:14]=2[CH:13]=1.CCN(C(C)C)C(C)C.[C:37](Cl)(=[O:42])[C:38]([CH3:41])([CH3:40])[CH3:39], predict the reaction product. The product is: [CH:14]([OH:18])=[O:42].[CH3:39][C:38]([CH3:41])([CH3:40])[C:37]([NH:25][CH:22]1[CH2:23][CH2:24][N:20]([CH2:19][C:17]2[O:18][C:14]3[CH:13]=[C:12]([O:11][C:3]4[S:2][C:10]5[C:5]([N:4]=4)=[N:6][CH:7]=[CH:8][CH:9]=5)[CH:27]=[CH:26][C:15]=3[CH:16]=2)[CH2:21]1)=[O:42]. (3) Given the reactants Br[C:2]1[C:3]([C:18]([F:21])([F:20])[F:19])=[CH:4][C:5]([N:8]2[C:12](=[O:13])[C:11]([CH3:14])=[C:10]([O:15][CH3:16])[CH:9]2[OH:17])=[N:6][CH:7]=1.[CH3:22][Si:23]([CH3:40])([CH3:39])[C:24]#[C:25][Sn](CCCC)(CCCC)CCCC, predict the reaction product. The product is: [OH:17][CH:9]1[C:10]([O:15][CH3:16])=[C:11]([CH3:14])[C:12](=[O:13])[N:8]1[C:5]1[CH:4]=[C:3]([C:18]([F:21])([F:20])[F:19])[C:2]([C:25]#[C:24][Si:23]([CH3:40])([CH3:39])[CH3:22])=[CH:7][N:6]=1.